From a dataset of Catalyst prediction with 721,799 reactions and 888 catalyst types from USPTO. Predict which catalyst facilitates the given reaction. (1) Reactant: [C:1]([O:9][C:10]1[C:19]2[C:14](=[CH:15][CH:16]=[CH:17][CH:18]=2)[C:13]([O:20][C:21](=[O:28])[C:22]2[CH:27]=[CH:26][CH:25]=[CH:24][CH:23]=2)=[C:12]([CH3:29])[C:11]=1[CH2:30]/[CH:31]=[C:32](\[CH3:64])/[CH2:33][CH2:34]/[CH:35]=[C:36](\[CH3:63])/[CH2:37][CH2:38]/[CH:39]=[C:40](\[CH3:62])/[CH2:41][CH2:42]/[CH:43]=[C:44](\[CH3:61])/[CH2:45][CH2:46]/[CH:47]=[C:48](\[CH3:60])/[CH2:49][CH2:50]/[CH:51]=[C:52](\[CH3:59])/[CH2:53][CH2:54][CH:55]=[C:56]([CH3:58])[CH3:57])(=[O:8])[C:2]1[CH:7]=[CH:6][CH:5]=[CH:4][CH:3]=1.O. Product: [C:1]([O:9][C:10]1[C:19]2[C:14](=[CH:15][CH:16]=[CH:17][CH:18]=2)[C:13]([OH:20])=[C:12]([CH3:29])[C:11]=1[CH2:30]/[CH:31]=[C:32](\[CH3:64])/[CH2:33][CH2:34]/[CH:35]=[C:36](\[CH3:63])/[CH2:37][CH2:38]/[CH:39]=[C:40](\[CH3:62])/[CH2:41][CH2:42]/[CH:43]=[C:44](\[CH3:61])/[CH2:45][CH2:46]/[CH:47]=[C:48](\[CH3:60])/[CH2:49][CH2:50]/[CH:51]=[C:52](\[CH3:59])/[CH2:53][CH2:54][CH:55]=[C:56]([CH3:58])[CH3:57])(=[O:8])[C:2]1[CH:3]=[CH:4][CH:5]=[CH:6][CH:7]=1.[C:21]([O:20][C:13]1[C:14]2[C:19](=[CH:18][CH:17]=[CH:16][CH:15]=2)[C:10]([OH:9])=[C:11]([CH2:30]/[CH:31]=[C:32](\[CH3:64])/[CH2:33][CH2:34]/[CH:35]=[C:36](\[CH3:63])/[CH2:37][CH2:38]/[CH:39]=[C:40](\[CH3:62])/[CH2:41][CH2:42]/[CH:43]=[C:44](\[CH3:61])/[CH2:45][CH2:46]/[CH:47]=[C:48](\[CH3:60])/[CH2:49][CH2:50]/[CH:51]=[C:52](\[CH3:59])/[CH2:53][CH2:54][CH:55]=[C:56]([CH3:57])[CH3:58])[C:12]=1[CH3:29])(=[O:28])[C:22]1[CH:23]=[CH:24][CH:25]=[CH:26][CH:27]=1. The catalyst class is: 1. (2) Reactant: [C:1]([O:5][C:6]([NH:8][C:9]1[CH:14]=[CH:13][CH:12]=[CH:11][C:10]=1[NH:15][C:16](=[O:24])[C:17]1[CH:22]=[CH:21][C:20](Br)=[CH:19][CH:18]=1)=[O:7])([CH3:4])([CH3:3])[CH3:2].[N:25]1[C:34]2[C:29](=[CH:30][CH:31]=[CH:32][C:33]=2B(O)O)[CH:28]=[CH:27][CH:26]=1.C(=O)([O-])O.[Na+]. Product: [C:1]([O:5][C:6]([NH:8][C:9]1[CH:14]=[CH:13][CH:12]=[CH:11][C:10]=1[NH:15][C:16](=[O:24])[C:17]1[CH:22]=[CH:21][C:20]([C:33]2[CH:32]=[CH:31][CH:30]=[C:29]3[C:34]=2[N:25]=[CH:26][CH:27]=[CH:28]3)=[CH:19][CH:18]=1)=[O:7])([CH3:4])([CH3:3])[CH3:2]. The catalyst class is: 276. (3) Reactant: [Br:1][C:2]1[CH:7]=[CH:6][C:5]([C:8](=O)[CH3:9])=[C:4]([F:11])[CH:3]=1.[C:12]1([NH:18][NH2:19])[CH:17]=[CH:16][CH:15]=[CH:14][CH:13]=1. Product: [Br:1][C:2]1[CH:7]=[CH:6][C:5](/[C:8](=[N:19]\[NH:18][C:12]2[CH:17]=[CH:16][CH:15]=[CH:14][CH:13]=2)/[CH3:9])=[C:4]([F:11])[CH:3]=1.[Br:1][C:2]1[CH:7]=[CH:6][C:5](/[C:8](=[N:19]/[NH:18][C:12]2[CH:17]=[CH:16][CH:15]=[CH:14][CH:13]=2)/[CH3:9])=[C:4]([F:11])[CH:3]=1. The catalyst class is: 8. (4) Reactant: [C:1]1([S:7](Cl)(=[O:9])=[O:8])[CH:6]=[CH:5][CH:4]=[CH:3][CH:2]=1.[Cl:11][C:12]1[CH:17]=[CH:16][CH:15]=[CH:14][C:13]=1[NH:18][C:19](=[O:29])[CH2:20][N:21]1[CH2:26][C@H:25]([CH3:27])[NH:24][C@H:23]([CH3:28])[CH2:22]1. Product: [C:1]1([S:7]([N:24]2[C@@H:25]([CH3:27])[CH2:26][N:21]([CH2:20][C:19]([NH:18][C:13]3[CH:14]=[CH:15][CH:16]=[CH:17][C:12]=3[Cl:11])=[O:29])[CH2:22][C@H:23]2[CH3:28])(=[O:9])=[O:8])[CH:6]=[CH:5][CH:4]=[CH:3][CH:2]=1. The catalyst class is: 17. (5) Reactant: [F:1][C:2]1[C:3]([NH:27][C:28]2[CH:33]=[CH:32][C:31]([I:34])=[CH:30][C:29]=2[F:35])=[C:4]([C:9]([N:11]2[CH2:14][C:13]([CH2:16][N:17]([CH2:25][CH3:26])C(=O)OC(C)(C)C)([F:15])[CH2:12]2)=[O:10])[CH:5]=[CH:6][C:7]=1[F:8].Cl. Product: [CH2:25]([NH:17][CH2:16][C:13]1([F:15])[CH2:14][N:11]([C:9]([C:4]2[C:3]([NH:27][C:28]3[CH:33]=[CH:32][C:31]([I:34])=[CH:30][C:29]=3[F:35])=[C:2]([F:1])[C:7]([F:8])=[CH:6][CH:5]=2)=[O:10])[CH2:12]1)[CH3:26]. The catalyst class is: 880. (6) Reactant: [CH3:1][O:2][C:3]1[CH:4]=[C:5]([CH:11]=[CH:12][C:13]=1[OH:14])[C:6]([O:8][CH2:9][CH3:10])=[O:7].C(=O)([O-])[O-].[K+].[K+].CC1C=CC(S(O[CH2:32][CH:33]2[CH2:38][CH2:37][N:36]([C:39]([O:41][C:42]([CH3:45])([CH3:44])[CH3:43])=[O:40])[CH2:35][CH2:34]2)(=O)=O)=CC=1. Product: [CH3:1][O:2][C:3]1[CH:4]=[C:5]([CH:11]=[CH:12][C:13]=1[O:14][CH2:32][CH:33]1[CH2:38][CH2:37][N:36]([C:39]([O:41][C:42]([CH3:43])([CH3:45])[CH3:44])=[O:40])[CH2:35][CH2:34]1)[C:6]([O:8][CH2:9][CH3:10])=[O:7]. The catalyst class is: 3. (7) Reactant: [F:1][C:2]1[CH:11]=[CH:10][C:5]([C:6]([O:8]C)=[O:7])=[CH:4][C:3]=1[O:12][CH3:13].[OH-].[Na+].Cl. Product: [F:1][C:2]1[CH:11]=[CH:10][C:5]([C:6]([OH:8])=[O:7])=[CH:4][C:3]=1[O:12][CH3:13]. The catalyst class is: 24. (8) Reactant: C(N(C(C)C)CC)(C)C.[OH:10][CH2:11][CH2:12][O:13][C:14](=[O:38])[CH2:15][C:16]1[CH:20]=[C:19]([C:21]2[CH:26]=[CH:25][C:24]([S:27]([CH3:30])(=[O:29])=[O:28])=[CH:23][CH:22]=2)[N:18]([C:31]2[CH:36]=[CH:35][CH:34]=[CH:33][CH:32]=2)[C:17]=1[CH3:37].[CH3:39][S:40](Cl)(=[O:42])=[O:41].O. Product: [CH3:39][S:40]([O:10][CH2:11][CH2:12][O:13][C:14](=[O:38])[CH2:15][C:16]1[CH:20]=[C:19]([C:21]2[CH:22]=[CH:23][C:24]([S:27]([CH3:30])(=[O:29])=[O:28])=[CH:25][CH:26]=2)[N:18]([C:31]2[CH:32]=[CH:33][CH:34]=[CH:35][CH:36]=2)[C:17]=1[CH3:37])(=[O:42])=[O:41]. The catalyst class is: 79.